Dataset: Reaction yield outcomes from USPTO patents with 853,638 reactions. Task: Predict the reaction yield, written as a fraction of the theoretical maximum amount of product (1.0 means a 100% yield; for example, 0.34 means a 34% yield). (1) The reactants are [CH3:1][C:2]1[CH:6]=[C:5]([CH2:7][C:8]([OH:10])=[O:9])[O:4][N:3]=1.OS(O)(=O)=O.[CH3:16][CH2:17]CCCC. The catalyst is C(O)C. The product is [CH3:1][C:2]1[CH:6]=[C:5]([CH2:7][C:8]([O:10][CH2:16][CH3:17])=[O:9])[O:4][N:3]=1. The yield is 0.970. (2) The reactants are [C:1]1([CH3:14])[CH:6]=[C:5]([CH3:7])[CH:4]=[C:3]([CH3:8])[C:2]=1[S:9]([O:12][NH2:13])(=[O:11])=[O:10].[Br:15][C:16]1[CH:21]=[CH:20][N:19]=[C:18]([NH2:22])[CH:17]=1. The catalyst is ClCCl.C(OCC)C. The product is [CH3:8][C:3]1[CH:4]=[C:5]([CH3:7])[CH:6]=[C:1]([CH3:14])[C:2]=1[S:9]([O-:12])(=[O:11])=[O:10].[NH2:13][N+:19]1[CH:20]=[CH:21][C:16]([Br:15])=[CH:17][C:18]=1[NH2:22]. The yield is 0.827. (3) The reactants are [C:1]([O:9][CH2:10][CH3:11])(=[O:8])[CH2:2][C:3]([O:5][CH2:6][CH3:7])=[O:4].[H-].[Na+].Br[CH2:15][C:16]#[C:17][CH3:18].Cl. The catalyst is C1COCC1. The product is [CH2:15]([CH:2]([C:3]([O:5][CH2:6][CH3:7])=[O:4])[C:1]([O:9][CH2:10][CH3:11])=[O:8])[C:16]#[C:17][CH3:18]. The yield is 1.00. (4) The reactants are [Cl:1][C:2]1[C:3]([O:28][C@H:29]2[CH2:34][CH2:33][C@@H:32]([CH2:35][CH3:36])[CH2:31][CH2:30]2)=[CH:4][CH:5]=[C:6]2[C:11]=1[CH:10]=[N:9][C:8]([CH2:12][N:13]1[CH:18]3[CH2:19][CH2:20][CH2:21][CH:14]1[CH2:15][CH:16]([C:22]([O:24]C(C)C)=[O:23])[CH2:17]3)=[CH:7]2.[OH-].[Na+]. The catalyst is CO.O. The product is [Cl:1][C:2]1[C:3]([O:28][C@H:29]2[CH2:30][CH2:31][C@@H:32]([CH2:35][CH3:36])[CH2:33][CH2:34]2)=[CH:4][CH:5]=[C:6]2[C:11]=1[CH:10]=[N:9][C:8]([CH2:12][N:13]1[CH:14]3[CH2:21][CH2:20][CH2:19][CH:18]1[CH2:17][CH:16]([C:22]([OH:24])=[O:23])[CH2:15]3)=[CH:7]2. The yield is 0.700. (5) The reactants are Cl.[NH2:2][C@@H:3]([C:8]1[CH:13]=[CH:12][C:11]([Cl:14])=[C:10]([Cl:15])[CH:9]=1)[C@H:4]([OH:7])[CH2:5][OH:6].[Si:16](OS(C(F)(F)F)(=O)=O)([C:19]([CH3:22])([CH3:21])[CH3:20])([CH3:18])[CH3:17].C([O-])(O)=O.[Na+]. The catalyst is C(Cl)Cl. The product is [Si:16]([O:7][C@H:4]([CH2:5][O:6][Si:16]([C:19]([CH3:22])([CH3:21])[CH3:20])([CH3:18])[CH3:17])[C@H:3]([C:8]1[CH:13]=[CH:12][C:11]([Cl:14])=[C:10]([Cl:15])[CH:9]=1)[NH2:2])([C:19]([CH3:22])([CH3:21])[CH3:20])([CH3:18])[CH3:17]. The yield is 0.329. (6) The reactants are [C:1]([O:5][C:6]([N:8]1[CH2:11][CH:10]([OH:12])[CH2:9]1)=[O:7])([CH3:4])([CH3:3])[CH3:2]. The catalyst is CS(C)=O. The product is [O:12]=[C:10]1[CH2:11][N:8]([C:6]([O:5][C:1]([CH3:4])([CH3:3])[CH3:2])=[O:7])[CH2:9]1. The yield is 0.950.